Regression/Classification. Given a drug SMILES string, predict its toxicity properties. Task type varies by dataset: regression for continuous values (e.g., LD50, hERG inhibition percentage) or binary classification for toxic/non-toxic outcomes (e.g., AMES mutagenicity, cardiotoxicity, hepatotoxicity). Dataset: herg_karim. From a dataset of hERG potassium channel inhibition data for cardiac toxicity prediction from Karim et al.. (1) The compound is CCn1nc(Cc2ccc(C3COC3)cc2)cc1C1CCN(CC2CN([C@@H](C(=O)O)C(C)(C)C)C[C@@H]2c2cccc(F)c2)CC1. The result is 1 (blocker). (2) The drug is CC(C[C@H](NC(=O)C1CCC1)c1ccccc1)N1CCC(c2[nH]ncc2-c2ccncc2)CC1. The result is 1 (blocker). (3) The molecule is CN(CCOc1ccc(Cl)cc1)CCc1ccccc1. The result is 1 (blocker). (4) The drug is CN(C)CCCC(NC(=O)C1(N)CCN(c2ncnc3[nH]ccc23)CC1)c1ccc(Cl)cc1. The result is 0 (non-blocker). (5) The compound is CN(CCCC(=O)NC1CC1)C(=O)c1ccc2c(c1)c1c(n2C)CCC(C2CCOCC2)C1. The result is 0 (non-blocker). (6) The compound is Cc1nc2c(s1)CC[C@H]2C(=O)Nc1ccc(C[C@@H]2CC[C@H]([C@H](O)c3cccnc3)N2)cc1. The result is 0 (non-blocker). (7) The molecule is N#Cc1ccc(CN2CC3CN(CCNS(=O)(=O)c4ccc(C#N)cc4)CC(C2)O3)cc1. The result is 0 (non-blocker). (8) The drug is COc1ccc2nccc(NC(=O)[C@H]3CC[C@H](NCc4ccc5c(c4)OCCO5)CC3)c2c1. The result is 0 (non-blocker).